Dataset: NCI-60 drug combinations with 297,098 pairs across 59 cell lines. Task: Regression. Given two drug SMILES strings and cell line genomic features, predict the synergy score measuring deviation from expected non-interaction effect. (1) Drug 1: CNC(=O)C1=NC=CC(=C1)OC2=CC=C(C=C2)NC(=O)NC3=CC(=C(C=C3)Cl)C(F)(F)F. Drug 2: CC1C(C(CC(O1)OC2CC(CC3=C2C(=C4C(=C3O)C(=O)C5=C(C4=O)C(=CC=C5)OC)O)(C(=O)CO)O)N)O.Cl. Cell line: HT29. Synergy scores: CSS=54.7, Synergy_ZIP=-2.37, Synergy_Bliss=1.18, Synergy_Loewe=-6.32, Synergy_HSA=3.25. (2) Drug 1: CC1=C2C(C(=O)C3(C(CC4C(C3C(C(C2(C)C)(CC1OC(=O)C(C(C5=CC=CC=C5)NC(=O)OC(C)(C)C)O)O)OC(=O)C6=CC=CC=C6)(CO4)OC(=O)C)OC)C)OC. Drug 2: C#CCC(CC1=CN=C2C(=N1)C(=NC(=N2)N)N)C3=CC=C(C=C3)C(=O)NC(CCC(=O)O)C(=O)O. Cell line: HT29. Synergy scores: CSS=46.6, Synergy_ZIP=-1.03, Synergy_Bliss=-3.54, Synergy_Loewe=-2.42, Synergy_HSA=-1.68. (3) Drug 2: CN(C)N=NC1=C(NC=N1)C(=O)N. Synergy scores: CSS=1.55, Synergy_ZIP=-4.66, Synergy_Bliss=-7.63, Synergy_Loewe=-5.78, Synergy_HSA=-5.60. Drug 1: C1CCN(CC1)CCOC2=CC=C(C=C2)C(=O)C3=C(SC4=C3C=CC(=C4)O)C5=CC=C(C=C5)O. Cell line: CAKI-1. (4) Drug 1: C1=CC(=C2C(=C1NCCNCCO)C(=O)C3=C(C=CC(=C3C2=O)O)O)NCCNCCO. Drug 2: C1=NC2=C(N=C(N=C2N1C3C(C(C(O3)CO)O)O)F)N. Cell line: HCC-2998. Synergy scores: CSS=30.9, Synergy_ZIP=-11.1, Synergy_Bliss=-12.3, Synergy_Loewe=-10.3, Synergy_HSA=-7.55. (5) Drug 1: CC=C1C(=O)NC(C(=O)OC2CC(=O)NC(C(=O)NC(CSSCCC=C2)C(=O)N1)C(C)C)C(C)C. Drug 2: C1CNP(=O)(OC1)N(CCCl)CCCl. Cell line: TK-10. Synergy scores: CSS=27.4, Synergy_ZIP=-0.126, Synergy_Bliss=1.06, Synergy_Loewe=-43.3, Synergy_HSA=0.0720. (6) Cell line: TK-10. Drug 1: C1=CC=C(C(=C1)C(C2=CC=C(C=C2)Cl)C(Cl)Cl)Cl. Synergy scores: CSS=50.9, Synergy_ZIP=-4.68, Synergy_Bliss=-6.42, Synergy_Loewe=-1.28, Synergy_HSA=-0.735. Drug 2: CC1C(C(CC(O1)OC2CC(CC3=C2C(=C4C(=C3O)C(=O)C5=C(C4=O)C(=CC=C5)OC)O)(C(=O)CO)O)N)O.Cl. (7) Drug 1: CC1C(C(CC(O1)OC2CC(CC3=C2C(=C4C(=C3O)C(=O)C5=C(C4=O)C(=CC=C5)OC)O)(C(=O)C)O)N)O.Cl. Drug 2: C1C(C(OC1N2C=NC(=NC2=O)N)CO)O. Cell line: NCI-H322M. Synergy scores: CSS=13.8, Synergy_ZIP=-3.68, Synergy_Bliss=-0.408, Synergy_Loewe=0.619, Synergy_HSA=0.992. (8) Drug 1: CC1=C(C(CCC1)(C)C)C=CC(=CC=CC(=CC(=O)O)C)C. Drug 2: B(C(CC(C)C)NC(=O)C(CC1=CC=CC=C1)NC(=O)C2=NC=CN=C2)(O)O. Cell line: HCC-2998. Synergy scores: CSS=55.4, Synergy_ZIP=3.13, Synergy_Bliss=0.0805, Synergy_Loewe=-37.3, Synergy_HSA=-4.38.